From a dataset of Full USPTO retrosynthesis dataset with 1.9M reactions from patents (1976-2016). Predict the reactants needed to synthesize the given product. Given the product [CH2:30]([N:31]([CH2:21][CH2:20][CH2:19][CH2:18][CH2:17][C:13]1[CH:12]=[C:11]2[C:16](=[CH:15][CH:14]=1)[N:8]([C:5]1[CH:6]=[CH:7][C:2]([F:1])=[CH:3][CH:4]=1)[CH:9]=[CH:10]2)[CH3:32])[CH:27]=[CH2:28], predict the reactants needed to synthesize it. The reactants are: [F:1][C:2]1[CH:7]=[CH:6][C:5]([N:8]2[C:16]3[C:11](=[CH:12][C:13]([CH2:17][CH2:18][CH2:19][CH2:20][CH2:21]OS(C)(=O)=O)=[CH:14][CH:15]=3)[CH:10]=[CH:9]2)=[CH:4][CH:3]=1.[CH2:27]([CH2:30][NH2:31])[CH:28]=C.[CH3:32]N(C=O)C.